Dataset: Full USPTO retrosynthesis dataset with 1.9M reactions from patents (1976-2016). Task: Predict the reactants needed to synthesize the given product. (1) Given the product [CH3:30][N:28]([CH3:29])[C:21]1[C:22]2[C:27](=[CH:26][CH:25]=[CH:24][CH:23]=2)[C:18]([C:16]2[O:17][C:12]([CH2:11][S:10][CH2:9][CH2:8][O:1][C:2]3[CH:3]=[CH:4][CH:5]=[CH:6][CH:7]=3)=[N:14][N:15]=2)=[CH:19][CH:20]=1, predict the reactants needed to synthesize it. The reactants are: [O:1]([CH2:8][CH2:9][S:10][CH2:11][C:12]([NH:14][NH:15][C:16]([C:18]1[C:27]2[C:22](=[CH:23][CH:24]=[CH:25][CH:26]=2)[C:21]([N:28]([CH3:30])[CH3:29])=[CH:20][CH:19]=1)=[O:17])=O)[C:2]1[CH:7]=[CH:6][CH:5]=[CH:4][CH:3]=1.CN(C)CC1OC2C=C(C3OC(CSCCOC4C=CC=CC=4)=NN=3)C=CC=2C=1. (2) Given the product [Cl:1][C:2]1[CH:11]=[C:10]2[C:5]([C:6]([NH:12][C@H:13]3[CH2:14][CH2:15][C@@H:16]([NH:19][CH2:20][C:22]4[CH:30]=[C:29]5[C:25]([CH:26]=[CH:27][NH:28]5)=[CH:24][CH:23]=4)[CH2:17][CH2:18]3)=[CH:7][CH:8]=[N:9]2)=[CH:4][CH:3]=1, predict the reactants needed to synthesize it. The reactants are: [Cl:1][C:2]1[CH:11]=[C:10]2[C:5]([C:6]([NH:12][C@H:13]3[CH2:18][CH2:17][C@@H:16]([NH2:19])[CH2:15][CH2:14]3)=[CH:7][CH:8]=[N:9]2)=[CH:4][CH:3]=1.[CH:20]([C:22]1[CH:30]=[C:29]2[C:25]([CH:26]=[CH:27][NH:28]2)=[CH:24][CH:23]=1)=O.C([BH3-])#N.O1CCCC1.